From a dataset of Catalyst prediction with 721,799 reactions and 888 catalyst types from USPTO. Predict which catalyst facilitates the given reaction. Reactant: [CH:1]1([N:7]2[CH2:11][C@@H:10]([C:12]3[CH:17]=[CH:16][CH:15]=[CH:14][CH:13]=3)[N:9]([CH:18]3[CH2:23][CH2:22][NH:21][CH2:20][CH2:19]3)[C:8]2=[O:24])[CH2:6][CH2:5][CH2:4][CH2:3][CH2:2]1.C(N(C(C)C)CC)(C)C.Br[CH2:35][C:36]1[CH:37]=[CH:38][C:39]([O:42][C:43]2[CH:50]=[CH:49][C:46]([C:47]#[N:48])=[CH:45][CH:44]=2)=[N:40][CH:41]=1. Product: [CH:1]1([N:7]2[CH2:11][C@@H:10]([C:12]3[CH:17]=[CH:16][CH:15]=[CH:14][CH:13]=3)[N:9]([CH:18]3[CH2:23][CH2:22][N:21]([CH2:35][C:36]4[CH:37]=[CH:38][C:39]([O:42][C:43]5[CH:50]=[CH:49][C:46]([C:47]#[N:48])=[CH:45][CH:44]=5)=[N:40][CH:41]=4)[CH2:20][CH2:19]3)[C:8]2=[O:24])[CH2:2][CH2:3][CH2:4][CH2:5][CH2:6]1. The catalyst class is: 23.